From a dataset of Reaction yield outcomes from USPTO patents with 853,638 reactions. Predict the reaction yield, written as a fraction of the theoretical maximum amount of product (1.0 means a 100% yield; for example, 0.34 means a 34% yield). (1) The reactants are [N+:1]([C:4]1[CH:11]=[CH:10][C:7]([CH:8]=O)=[CH:6][CH:5]=1)([O-:3])=[O:2].[S:12]1[CH2:16][C:15](=[O:17])[NH:14][C:13]1=[O:18].N1CCCCC1. The catalyst is C(O)C. The product is [N+:1]([C:4]1[CH:11]=[CH:10][C:7]([CH:8]=[C:16]2[S:12][C:13](=[O:18])[NH:14][C:15]2=[O:17])=[CH:6][CH:5]=1)([O-:3])=[O:2]. The yield is 0.590. (2) The reactants are [CH3:1][C:2]1([CH3:12])[O:6][C:5](=[CH:7][C:8](Cl)=[O:9])[C:4](=[O:11])[O:3]1.[CH2:13]([NH:20][O:21][CH2:22][C:23]1[CH:28]=[CH:27][CH:26]=[CH:25][CH:24]=1)[C:14]1[CH:19]=[CH:18][CH:17]=[CH:16][CH:15]=1. No catalyst specified. The product is [CH2:13]([N:20]([O:21][CH2:22][C:23]1[CH:28]=[CH:27][CH:26]=[CH:25][CH:24]=1)[C:8](=[O:9])[CH:7]=[C:5]1[C:4](=[O:11])[O:3][C:2]([CH3:12])([CH3:1])[O:6]1)[C:14]1[CH:15]=[CH:16][CH:17]=[CH:18][CH:19]=1. The yield is 0.920. (3) The reactants are FC(F)(F)[C:3]([OH:5])=[O:4].C[C@:9]1([C:23](OC(C)(C)C)=O)[CH2:13][C:12](=[O:14])[N:11]([C@@H:15]([C:17]2[CH:22]=[CH:21][CH:20]=[CH:19][CH:18]=2)[CH3:16])[CH2:10]1.C([N:32](CC)CC)C.C1(P(N=[N+]=[N-])(C2C=CC=CC=2)=O)C=CC=CC=1.[C:54](O)([CH3:57])([CH3:56])[CH3:55]. The yield is 0.600. The product is [CH3:23][C@:9]1([NH:32][C:3](=[O:4])[O:5][C:54]([CH3:57])([CH3:56])[CH3:55])[CH2:13][C:12](=[O:14])[N:11]([C@@H:15]([C:17]2[CH:18]=[CH:19][CH:20]=[CH:21][CH:22]=2)[CH3:16])[CH2:10]1. The catalyst is ClCCl.